This data is from Forward reaction prediction with 1.9M reactions from USPTO patents (1976-2016). The task is: Predict the product of the given reaction. (1) Given the reactants [Cl:1][C:2]1[N:10]=[C:9]2[C:5]([NH:6][CH:7]=[N:8]2)=[C:4]([NH2:11])[N:3]=1.FC(F)(F)C(=N[Si](C)(C)C)O[Si](C)(C)C.S(O)(C(F)(F)F)(=O)=O.C(O[C@@H:39]1[O:61][C@H:60]([CH2:62][O:63][C:64](=[O:71])[C:65]2[CH:70]=[CH:69][CH:68]=[CH:67][CH:66]=2)[C@@H:50]([O:51][C:52](=[O:59])[C:53]2[CH:58]=[CH:57][CH:56]=[CH:55][CH:54]=2)[C@H:40]1[O:41][C:42](=[O:49])[C:43]1[CH:48]=[CH:47][CH:46]=[CH:45][CH:44]=1)(=O)C, predict the reaction product. The product is: [C:42]([O:41][C@@H:40]1[C@H:50]([O:51][C:52](=[O:59])[C:53]2[CH:58]=[CH:57][CH:56]=[CH:55][CH:54]=2)[C@@H:60]([CH2:62][O:63][C:64](=[O:71])[C:65]2[CH:66]=[CH:67][CH:68]=[CH:69][CH:70]=2)[O:61][C@H:39]1[N:8]1[C:9]2[N:10]=[C:2]([Cl:1])[N:3]=[C:4]([NH2:11])[C:5]=2[N:6]=[CH:7]1)(=[O:49])[C:43]1[CH:48]=[CH:47][CH:46]=[CH:45][CH:44]=1. (2) Given the reactants C(O[C:4](=[O:21])[C:5](=[N:11][NH:12][C:13](=[O:20])[CH2:14][C:15]([O:17][CH2:18][CH3:19])=[O:16])[CH2:6][C:7]([CH3:10])([CH3:9])[CH3:8])C.CC([O-])=O.[Na+], predict the reaction product. The product is: [CH2:18]([O:17][C:15]([C:14]1[C:13](=[O:20])[NH:12][N:11]=[C:5]([CH2:6][C:7]([CH3:8])([CH3:9])[CH3:10])[C:4]=1[OH:21])=[O:16])[CH3:19]. (3) Given the reactants [CH3:1][O:2][C:3]1[CH:4]=[CH:5][C:6]([C:10]2[O:25][C:15]3[CH:16]=[C:17]([O:23]C)[C:18]([O:21][CH3:22])=[C:19]([OH:20])[C:14]=3[C:12](=[O:13])[C:11]=2OC)=[CH:7][C:8]=1[OH:9].C1C(C2OC3C(=C(O)C=C(O)C=3[C@@H]3O[C@H](CO)[C@@H](O)[C@H](O)[C@H]3O)[C:36](=[O:37])C=2)=CC(O)=C(O)C=1.C1C(C2OC3C=C(O)C([C@@H]4O[C@H](CO)[C@@H](O)[C@H](O)[C@H]4O)=C(O)C=3C(=O)C=2)=CC(O)=C(O)C=1.C1C(C2OC3C=C(O)C=C(O)C=3C(=O)C=2)=CC(O)=C(O)C=1.COC1C=C(O)C2C(=O)C=C(C3C=C(OC)C(OC)=C(OC)C=3)OC=2C=1.OC1C=C(C=CC=1OC)C1CC(=O)C2C(=CC(OC)=C(OC)C=2O)O1, predict the reaction product. The product is: [CH:5]1[C:6]([C:10]2[O:25][C:15]3[CH:16]=[C:17]([OH:23])[CH:18]=[C:19]([OH:20])[C:14]=3[C:12](=[O:13])[CH:11]=2)=[CH:7][C:8]([OH:9])=[C:3]([OH:2])[CH:4]=1.[CH3:1][O:2][C:3]1[CH:4]=[CH:5][C:6]([C:10]2[O:25][C:15]3[C:16]([O:37][CH3:36])=[C:17]([OH:23])[C:18]([O:21][CH3:22])=[C:19]([OH:20])[C:14]=3[C:12](=[O:13])[CH:11]=2)=[CH:7][C:8]=1[OH:9]. (4) Given the reactants Br[CH2:2][CH2:3][CH2:4][CH2:5][CH2:6][Br:7].[CH3:8][C:9]1([CH3:16])[O:13][C@H:12]([CH2:14][OH:15])[CH2:11][O:10]1, predict the reaction product. The product is: [Br:7][CH2:6][CH2:5][CH2:4][CH2:3][CH2:2][O:15][CH2:14][C@@H:12]1[CH2:11][O:10][C:9]([CH3:16])([CH3:8])[O:13]1. (5) Given the reactants [Li+].CC([N-]C(C)C)C.[Br:9][C:10]1[CH:22]=[CH:21][C:13]([C:14]([N:16]([CH2:19][CH3:20])[CH2:17][CH3:18])=[O:15])=[C:12]([CH3:23])[CH:11]=1.CON(C)[C:27](=[O:29])[CH3:28], predict the reaction product. The product is: [Br:9][C:10]1[CH:22]=[CH:21][C:13]([C:14]([N:16]([CH2:17][CH3:18])[CH2:19][CH3:20])=[O:15])=[C:12]([CH2:23][C:27](=[O:29])[CH3:28])[CH:11]=1. (6) Given the reactants [OH:1][CH:2]1[CH2:7][CH2:6][N:5]([C:8]([N:10]2[CH2:15][CH:14]([C:16]3[CH:21]=[CH:20][CH:19]=[C:18]([O:22][C:23]([F:26])([F:25])[F:24])[CH:17]=3)[CH2:13][CH:12]([C:27](O)=[O:28])[CH2:11]2)=[O:9])[CH2:4][CH2:3]1.O[N:31]=[C:32]([NH2:37])[CH2:33][CH2:34][O:35][CH3:36], predict the reaction product. The product is: [OH:1][CH:2]1[CH2:7][CH2:6][N:5]([C:8]([N:10]2[CH2:15][CH:14]([C:16]3[CH:21]=[CH:20][CH:19]=[C:18]([O:22][C:23]([F:25])([F:24])[F:26])[CH:17]=3)[CH2:13][CH:12]([C:27]3[O:28][N:37]=[C:32]([CH2:33][CH2:34][O:35][CH3:36])[N:31]=3)[CH2:11]2)=[O:9])[CH2:4][CH2:3]1.